Dataset: NCI-60 drug combinations with 297,098 pairs across 59 cell lines. Task: Regression. Given two drug SMILES strings and cell line genomic features, predict the synergy score measuring deviation from expected non-interaction effect. (1) Drug 1: CC1=C2C(C(=O)C3(C(CC4C(C3C(C(C2(C)C)(CC1OC(=O)C(C(C5=CC=CC=C5)NC(=O)OC(C)(C)C)O)O)OC(=O)C6=CC=CC=C6)(CO4)OC(=O)C)OC)C)OC. Drug 2: C1=NC2=C(N=C(N=C2N1C3C(C(C(O3)CO)O)F)Cl)N. Cell line: UACC62. Synergy scores: CSS=44.8, Synergy_ZIP=3.39, Synergy_Bliss=4.01, Synergy_Loewe=2.93, Synergy_HSA=7.95. (2) Drug 1: CC12CCC3C(C1CCC2=O)CC(=C)C4=CC(=O)C=CC34C. Drug 2: CC1C(C(CC(O1)OC2CC(CC3=C2C(=C4C(=C3O)C(=O)C5=C(C4=O)C(=CC=C5)OC)O)(C(=O)C)O)N)O.Cl. Cell line: K-562. Synergy scores: CSS=62.0, Synergy_ZIP=5.47, Synergy_Bliss=7.01, Synergy_Loewe=1.37, Synergy_HSA=7.45.